From a dataset of Full USPTO retrosynthesis dataset with 1.9M reactions from patents (1976-2016). Predict the reactants needed to synthesize the given product. (1) The reactants are: Cl[C:2]1[N:7]=[C:6]([CH3:8])[C:5]([N+:9]([O-:11])=[O:10])=[C:4]([CH3:12])[N:3]=1.Cl.[CH2:14]([O:16][C:17](=[O:20])[CH2:18][NH2:19])[CH3:15].C(N(CC)CC)C. Given the product [CH3:12][C:4]1[C:5]([N+:9]([O-:11])=[O:10])=[C:6]([CH3:8])[N:7]=[C:2]([NH:19][CH2:18][C:17]([O:16][CH2:14][CH3:15])=[O:20])[N:3]=1, predict the reactants needed to synthesize it. (2) Given the product [C:1]([C:9]1[CH:10]=[CH:11][C:12]2[O:17][CH:16]([C:18]([F:21])([F:20])[F:19])[C:15]([C:22]([OH:24])=[O:23])=[CH:14][C:13]=2[CH:27]=1)(=[O:8])[C:2]1[CH:7]=[CH:6][CH:5]=[CH:4][CH:3]=1, predict the reactants needed to synthesize it. The reactants are: [C:1]([C:9]1[CH:10]=[CH:11][C:12]2[O:17][CH:16]([C:18]([F:21])([F:20])[F:19])[C:15]([C:22]([O:24]CC)=[O:23])=[CH:14][C:13]=2[CH:27]=1)(=[O:8])[C:2]1[CH:7]=[CH:6][CH:5]=[CH:4][CH:3]=1.[OH-].[Na+]. (3) Given the product [CH2:1]([N:4]1[CH2:5][CH2:6][C:7]([S:17]([C:20]2[CH:25]=[CH:24][C:23]([C:26]3[CH:31]=[CH:30][C:29]([O:32][C:33]([F:37])([F:38])[CH:34]([F:35])[F:36])=[CH:28][CH:27]=3)=[CH:22][CH:21]=2)(=[O:19])=[O:18])([C:10]([O:12][C:13]([CH3:15])([CH3:14])[CH3:16])=[O:11])[CH2:8][CH2:9]1)[C:2]1[CH:3]=[CH:45][CH:44]=[CH:53][CH:52]=1, predict the reactants needed to synthesize it. The reactants are: [CH:1]1([N:4]2[CH2:9][CH2:8][C:7]([S:17]([C:20]3[CH:25]=[CH:24][C:23]([C:26]4[CH:31]=[CH:30][C:29]([O:32][C:33]([F:38])([F:37])[CH:34]([F:36])[F:35])=[CH:28][CH:27]=4)=[CH:22][CH:21]=3)(=[O:19])=[O:18])([C:10]([O:12][C:13]([CH3:16])([CH3:15])[CH3:14])=[O:11])[CH2:6][CH2:5]2)[CH2:3][CH2:2]1.COCCN(S(F)(F)F)[CH2:44][CH2:45]OC.[CH2:52](O)[CH3:53].C([O-])(O)=O.[Na+]. (4) Given the product [CH3:33][O:32][C:25]1[CH:26]=[C:27]([O:30][CH3:31])[CH:28]=[CH:29][C:24]=1[CH2:23][N:8]1[C@H:7]([CH2:6][N:34]2[CH:39]=[CH:38][CH:37]=[CH:36][C:35]2=[O:40])[C@H:10]([NH:11][C:12](=[O:13])[O:14][CH2:15][C:16]2[CH:21]=[CH:20][CH:19]=[CH:18][CH:17]=2)[C:9]1=[O:22], predict the reactants needed to synthesize it. The reactants are: CS(O[CH2:6][C@@H:7]1[C@H:10]([NH:11][C:12]([O:14][CH2:15][C:16]2[CH:21]=[CH:20][CH:19]=[CH:18][CH:17]=2)=[O:13])[C:9](=[O:22])[N:8]1[CH2:23][C:24]1[CH:29]=[CH:28][C:27]([O:30][CH3:31])=[CH:26][C:25]=1[O:32][CH3:33])(=O)=O.[NH:34]1[CH:39]=[CH:38][CH:37]=[CH:36][C:35]1=[O:40].C([O-])([O-])=O.[K+].[K+].[Na+].[I-]. (5) Given the product [C:9]1([CH:15]([C:20]2[CH:25]=[CH:24][CH:23]=[CH:22][CH:21]=2)[CH2:16][NH:17][C:18]([N:1]2[CH:8]=[CH:7][C:5](=[O:6])[NH:4][C:2]2=[O:3])=[O:19])[CH:10]=[CH:11][CH:12]=[CH:13][CH:14]=1, predict the reactants needed to synthesize it. The reactants are: [NH:1]1[CH:8]=[CH:7][C:5](=[O:6])[NH:4][C:2]1=[O:3].[C:9]1([CH:15]([C:20]2[CH:25]=[CH:24][CH:23]=[CH:22][CH:21]=2)[CH2:16][N:17]=[C:18]=[O:19])[CH:14]=[CH:13][CH:12]=[CH:11][CH:10]=1. (6) Given the product [CH:10]1([NH:16][C:17](=[O:18])[O:47][C@H:44]2[CH2:43][CH2:42][C@H:41]([C:28]3[CH:29]=[CH:30][C:31]([O:33][Si:34]([C:37]([CH3:38])([CH3:39])[CH3:40])([CH3:36])[CH3:35])=[CH:32][C:27]=3[O:26][Si:19]([C:22]([CH3:23])([CH3:24])[CH3:25])([CH3:21])[CH3:20])[CH2:46][CH2:45]2)[CH2:15][CH2:14][CH2:13][CH2:12][CH2:11]1, predict the reactants needed to synthesize it. The reactants are: C(N(CC)C(C)C)(C)C.[CH:10]1([N:16]=[C:17]=[O:18])[CH2:15][CH2:14][CH2:13][CH2:12][CH2:11]1.[Si:19]([O:26][C:27]1[CH:32]=[C:31]([O:33][Si:34]([C:37]([CH3:40])([CH3:39])[CH3:38])([CH3:36])[CH3:35])[CH:30]=[CH:29][C:28]=1[CH:41]1[CH2:46][CH2:45][CH:44]([OH:47])[CH2:43][CH2:42]1)([C:22]([CH3:25])([CH3:24])[CH3:23])([CH3:21])[CH3:20]. (7) Given the product [CH3:1][O:2][C:3](=[O:23])[C:4]1[CH:9]=[C:8]([C:10](=[O:12])[CH3:11])[C:7]([F:13])=[C:6]([F:14])[C:5]=1[NH:15][C:16]1[CH:21]=[CH:20][C:19]([Br:31])=[CH:18][C:17]=1[Cl:22], predict the reactants needed to synthesize it. The reactants are: [CH3:1][O:2][C:3](=[O:23])[C:4]1[CH:9]=[C:8]([C:10](=[O:12])[CH3:11])[C:7]([F:13])=[C:6]([F:14])[C:5]=1[NH:15][C:16]1[CH:21]=[CH:20][CH:19]=[CH:18][C:17]=1[Cl:22].C1C(=O)N([Br:31])C(=O)C1.Br. (8) Given the product [CH:1]1[C:10]2[C:11]3[C:20]([C:8]4[C:9]=2[C:4]([CH:5]=[CH:6][CH:7]=4)=[CH:3][C:2]=1[S:21]([OH:24])(=[O:23])=[O:22])=[N:19][C:18]1[C:13](=[CH:14][CH:15]=[CH:16][CH:17]=1)[N:12]=3, predict the reactants needed to synthesize it. The reactants are: [CH:1]1[C:10]2[C:11]3[C:20]([C:8]4[C:9]=2[C:4]([CH:5]=[CH:6][CH:7]=4)=[CH:3][CH:2]=1)=[N:19][C:18]1[C:13](=[CH:14][CH:15]=[CH:16][CH:17]=1)[N:12]=3.[S:21](=O)(=[O:24])([OH:23])[OH:22]. (9) Given the product [Cl:5][C:6]1[CH:31]=[CH:30][C:9]2[N:10]3[C:14]([CH2:15][N:16]([C:1](=[O:3])[CH3:2])[CH2:17][C:8]=2[CH:7]=1)=[N:13][N:12]=[C:11]3[CH:18]1[CH2:23][CH2:22][N:21]([C:24]2[N:25]=[CH:26][CH:27]=[CH:28][N:29]=2)[CH2:20][CH2:19]1, predict the reactants needed to synthesize it. The reactants are: [C:1](Cl)(=[O:3])[CH3:2].[Cl:5][C:6]1[CH:31]=[CH:30][C:9]2[N:10]3[C:14]([CH2:15][NH:16][CH2:17][C:8]=2[CH:7]=1)=[N:13][N:12]=[C:11]3[CH:18]1[CH2:23][CH2:22][N:21]([C:24]2[N:29]=[CH:28][CH:27]=[CH:26][N:25]=2)[CH2:20][CH2:19]1. (10) Given the product [CH2:25]([N:24]([CH2:16][C:15]1[CH:18]=[CH:19][C:12]([C:10]([N:7]2[CH2:8][CH2:9][N:4]([CH:1]([CH3:3])[CH3:2])[CH2:5][CH2:6]2)=[O:11])=[CH:13][CH:14]=1)[CH2:23][CH2:22][O:21][CH3:20])[CH3:26], predict the reactants needed to synthesize it. The reactants are: [CH:1]([N:4]1[CH2:9][CH2:8][N:7]([C:10]([C:12]2[CH:19]=[CH:18][C:15]([CH:16]=O)=[CH:14][CH:13]=2)=[O:11])[CH2:6][CH2:5]1)([CH3:3])[CH3:2].[CH3:20][O:21][CH2:22][CH2:23][NH:24][CH2:25][CH3:26].